This data is from Forward reaction prediction with 1.9M reactions from USPTO patents (1976-2016). The task is: Predict the product of the given reaction. (1) The product is: [C:19](/[C:18](=[CH:5]\[C:4]1[CH:7]=[C:8]([N+:11]([O-:13])=[O:12])[C:9]([OH:10])=[C:2]([OH:1])[CH:3]=1)/[C:17]([N:16]([CH2:22][CH3:23])[CH2:14][CH3:15])=[O:21])#[N:20]. Given the reactants [OH:1][C:2]1[CH:3]=[C:4]([CH:7]=[C:8]([N+:11]([O-:13])=[O:12])[C:9]=1[OH:10])[CH:5]=O.[CH2:14]([N:16]([CH2:22][CH3:23])[C:17](=[O:21])[CH2:18][C:19]#[N:20])[CH3:15].N1CCCCC1.C(COC)OC, predict the reaction product. (2) Given the reactants [CH3:1][C@H:2]1[C@@H:6]([C:7]2[N:11]3[C:12]4[CH:18]=[CH:17][N:16](S(C5C=CC(C)=CC=5)(=O)=O)[C:13]=4[N:14]=[CH:15][C:10]3=[N:9][N:8]=2)[CH2:5][C@@H:4]([NH:29]C(=O)C)[CH2:3]1.[OH-].[Na+].CN(C(ON1N=NC2C=CC=NC1=2)=[N+](C)C)C.F[P-](F)(F)(F)(F)F.Cl.C[C@H]1[C@@H](C2N3C4C=CN(S(C5C=CC(C)=CC=5)(=O)=O)C=4N=CC3=NN=2)C[C@@H](N)C1, predict the reaction product. The product is: [CH3:1][C@H:2]1[C@@H:6]([C:7]2[N:11]3[C:12]4[CH:18]=[CH:17][NH:16][C:13]=4[N:14]=[CH:15][C:10]3=[N:9][N:8]=2)[CH2:5][C@@H:4]([NH2:29])[CH2:3]1. (3) Given the reactants [Cl:1][C:2]1[N:3]=[C:4]2[C:9](=[CH:10][CH:11]=1)[N:8]=[CH:7][C:6]([C:12](=[O:15])[CH2:13][OH:14])=[C:5]2[NH:16][C@H:17]1[CH2:22][CH2:21][C@H:20]([CH2:23][N:24]([CH3:26])[CH3:25])[CH2:19][CH2:18]1.[Cl:27][C:28]1[CH:33]=[C:32](B2OC(C)(C)C(C)(C)O2)[CH:31]=[C:30]([Cl:43])[C:29]=1[OH:44].C1(N)C(F)=C(F)C(F)=C(N)C=1F.Cl.Cl, predict the reaction product. The product is: [ClH:1].[ClH:27].[Cl:27][C:28]1[CH:33]=[C:32]([C:2]2[N:3]=[C:4]3[C:9](=[CH:10][CH:11]=2)[N:8]=[CH:7][C:6]([C:12](=[O:15])[CH2:13][OH:14])=[C:5]3[NH:16][C@H:17]2[CH2:22][CH2:21][C@H:20]([CH2:23][N:24]([CH3:26])[CH3:25])[CH2:19][CH2:18]2)[CH:31]=[C:30]([Cl:43])[C:29]=1[OH:44]. (4) Given the reactants C[O:2][C:3]1[CH:4]=[C:5]2[C:10](=[CH:11][C:12]=1[C:13]1[N:14]=[N:15][C:16]([O:19][CH:20]3[CH2:25][C:24]([CH3:27])([CH3:26])[NH:23][C:22]([CH3:29])([CH3:28])[CH2:21]3)=[CH:17][CH:18]=1)[CH:9]=[N:8][CH:7]=[CH:6]2.C1(S)C=CC=CC=1, predict the reaction product. The product is: [CH3:28][C:22]1([CH3:29])[CH2:21][CH:20]([O:19][C:16]2[N:15]=[N:14][C:13]([C:12]3[CH:11]=[C:10]4[C:5]([CH:6]=[CH:7][N:8]=[CH:9]4)=[CH:4][C:3]=3[OH:2])=[CH:18][CH:17]=2)[CH2:25][C:24]([CH3:27])([CH3:26])[NH:23]1. (5) The product is: [CH2:1]([N:8]1[C:16]2[C:11](=[C:12]([O:17][CH2:21][C:22]3[CH:27]=[CH:26][CH:25]=[CH:24][CH:23]=3)[CH:29]=[CH:14][CH:15]=2)[CH:10]=[C:9]1[CH3:18])[C:2]1[CH:7]=[CH:6][CH:5]=[CH:4][CH:3]=1. Given the reactants [CH2:1]([N:8]1[C:16]2[CH:15]=[CH:14]N[C:12](=[O:17])[C:11]=2[CH:10]=[C:9]1[CH3:18])[C:2]1[CH:7]=[CH:6][CH:5]=[CH:4][CH:3]=1.[H-].[Na+].[CH2:21](Br)[C:22]1[CH:27]=[CH:26][CH:25]=[CH:24][CH:23]=1.[CH3:29]N(C=O)C, predict the reaction product. (6) Given the reactants Br[Mg][CH:3]1[CH2:5][CH2:4]1.[O:6]=[C:7]1[CH2:14][CH2:13][CH2:12][CH2:11][N:10]([C:15]([O:17][CH2:18][C:19]2[CH:24]=[CH:23][CH:22]=[CH:21][CH:20]=2)=[O:16])[CH2:9][CH2:8]1.[NH4+].[Cl-], predict the reaction product. The product is: [CH:3]1([C:7]2([OH:6])[CH2:14][CH2:13][CH2:12][CH2:11][N:10]([C:15]([O:17][CH2:18][C:19]3[CH:24]=[CH:23][CH:22]=[CH:21][CH:20]=3)=[O:16])[CH2:9][CH2:8]2)[CH2:5][CH2:4]1. (7) Given the reactants [Cl:1][C:2]1[CH:11]=[CH:10][C:5]([C:6]([O:8]C)=[O:7])=[C:4]([CH:12]=[O:13])[CH:3]=1.[Li+].[OH-].CO.Cl, predict the reaction product. The product is: [Cl:1][C:2]1[CH:11]=[CH:10][C:5]([C:6]([OH:8])=[O:7])=[C:4]([CH:12]=[O:13])[CH:3]=1. (8) Given the reactants Cl[C:2]1[C:3](=[O:15])[N:4](C2CCCCO2)[N:5]=[CH:6][C:7]=1Cl.[CH:16]1([C:22]2[CH:27]=[CH:26][CH:25]=[CH:24][C:23]=2[OH:28])[CH2:21][CH2:20][CH2:19][CH2:18][CH2:17]1.C[O:30][C:31](=[O:40])[CH:32](Br)[CH2:33][CH:34]1[CH2:38][CH2:37][CH2:36][CH2:35]1, predict the reaction product. The product is: [CH:16]1([C:22]2[CH:27]=[CH:26][CH:25]=[CH:24][C:23]=2[O:28][C:7]2[CH:6]=[N:5][N:4]([CH:32]([CH2:33][CH:34]3[CH2:38][CH2:37][CH2:36][CH2:35]3)[C:31]([OH:30])=[O:40])[C:3](=[O:15])[CH:2]=2)[CH2:17][CH2:18][CH2:19][CH2:20][CH2:21]1.